The task is: Regression. Given two drug SMILES strings and cell line genomic features, predict the synergy score measuring deviation from expected non-interaction effect.. This data is from NCI-60 drug combinations with 297,098 pairs across 59 cell lines. (1) Drug 1: C1=C(C(=O)NC(=O)N1)N(CCCl)CCCl. Drug 2: C1=NC2=C(N1)C(=S)N=CN2. Cell line: NCI-H322M. Synergy scores: CSS=-11.8, Synergy_ZIP=-10.8, Synergy_Bliss=-31.3, Synergy_Loewe=-69.2, Synergy_HSA=-32.5. (2) Drug 1: C(CN)CNCCSP(=O)(O)O. Drug 2: CC1C(C(CC(O1)OC2CC(CC3=C2C(=C4C(=C3O)C(=O)C5=C(C4=O)C(=CC=C5)OC)O)(C(=O)CO)O)N)O.Cl. Cell line: HS 578T. Synergy scores: CSS=40.1, Synergy_ZIP=1.26, Synergy_Bliss=1.15, Synergy_Loewe=-44.9, Synergy_HSA=0.526. (3) Drug 1: CNC(=O)C1=CC=CC=C1SC2=CC3=C(C=C2)C(=NN3)C=CC4=CC=CC=N4. Drug 2: C#CCC(CC1=CN=C2C(=N1)C(=NC(=N2)N)N)C3=CC=C(C=C3)C(=O)NC(CCC(=O)O)C(=O)O. Cell line: HCT116. Synergy scores: CSS=12.1, Synergy_ZIP=-9.65, Synergy_Bliss=-13.3, Synergy_Loewe=-30.6, Synergy_HSA=-12.6. (4) Drug 1: C1=CC(=CC=C1CCC2=CNC3=C2C(=O)NC(=N3)N)C(=O)NC(CCC(=O)O)C(=O)O. Drug 2: CC1=C2C(C(=O)C3(C(CC4C(C3C(C(C2(C)C)(CC1OC(=O)C(C(C5=CC=CC=C5)NC(=O)C6=CC=CC=C6)O)O)OC(=O)C7=CC=CC=C7)(CO4)OC(=O)C)O)C)OC(=O)C. Cell line: NCI-H322M. Synergy scores: CSS=28.7, Synergy_ZIP=1.45, Synergy_Bliss=1.45, Synergy_Loewe=3.07, Synergy_HSA=3.89.